This data is from Reaction yield outcomes from USPTO patents with 853,638 reactions. The task is: Predict the reaction yield, written as a fraction of the theoretical maximum amount of product (1.0 means a 100% yield; for example, 0.34 means a 34% yield). (1) The reactants are COP([CH2:7][C:8]([O:10][CH3:11])=[O:9])(OC)=O.[H-].[Na+].[CH:14]([C:16]1[CH:17]=[C:18]([CH:21]=[CH:22][CH:23]=1)[C:19]#[N:20])=O. The catalyst is C1COCC1.CCCCCCC. The product is [C:19]([C:18]1[CH:17]=[C:16](/[CH:14]=[CH:7]/[C:8]([O:10][CH3:11])=[O:9])[CH:23]=[CH:22][CH:21]=1)#[N:20]. The yield is 0.930. (2) The reactants are Br[C:2]1[CH:7]=[C:6]([CH3:8])[CH:5]=[C:4]([Br:9])[CH:3]=1.[Cu](C#N)[C:11]#[N:12].N1C=CC=CC=1.N. The catalyst is O.CN(C=O)C. The product is [Br:9][C:4]1[CH:3]=[C:2]([CH:7]=[C:6]([CH3:8])[CH:5]=1)[C:11]#[N:12]. The yield is 0.740. (3) The reactants are [NH:1]1[C:9]2[C:4](=[CH:5][CH:6]=[CH:7][CH:8]=2)[C:3](/[CH:10]=[CH:11]/[C:12]2[CH:20]=[CH:19][C:15]([C:16]([OH:18])=O)=[CH:14][CH:13]=2)=[N:2]1.[NH:21]1[CH2:25][CH2:24][C@@H:23]([NH:26]C(=O)OC(C)(C)C)[CH2:22]1.O.ON1C2C=CC=CC=2N=N1.Cl.C(N=C=NCCCN(C)C)C.CN1CCOCC1.Cl. The catalyst is CO. The product is [NH:1]1[C:9]2[C:4](=[CH:5][CH:6]=[CH:7][CH:8]=2)[C:3](/[CH:10]=[CH:11]/[C:12]2[CH:13]=[CH:14][C:15]([C:16]([N:21]3[CH2:25][CH2:24][C@@H:23]([NH2:26])[CH2:22]3)=[O:18])=[CH:19][CH:20]=2)=[N:2]1. The yield is 0.580.